Dataset: Reaction yield outcomes from USPTO patents with 853,638 reactions. Task: Predict the reaction yield, written as a fraction of the theoretical maximum amount of product (1.0 means a 100% yield; for example, 0.34 means a 34% yield). The reactants are [C:1]([N:8]1[CH2:13][CH2:12][CH2:11][CH:10]([CH2:14][NH:15][C:16]2[CH:17]=[N:18][CH:19]=[CH:20][CH:21]=2)[CH2:9]1)([O:3][C:4]([CH3:7])([CH3:6])[CH3:5])=[O:2].[O:22]1[CH:26]=[CH:25][CH:24]=[C:23]1[C:27](Cl)=[O:28]. The catalyst is C(Cl)Cl. The product is [C:1]([N:8]1[CH2:13][CH2:12][CH2:11][CH:10]([CH2:14][N:15]([C:16]2[CH:17]=[N:18][CH:19]=[CH:20][CH:21]=2)[C:27]([C:23]2[O:22][CH:26]=[CH:25][CH:24]=2)=[O:28])[CH2:9]1)([O:3][C:4]([CH3:6])([CH3:7])[CH3:5])=[O:2]. The yield is 0.610.